From a dataset of Forward reaction prediction with 1.9M reactions from USPTO patents (1976-2016). Predict the product of the given reaction. (1) Given the reactants [CH3:1][C:2]1[C:10]2[S:9][CH:8]=[CH:7][C:6]=2[CH:5]=[CH:4][C:3]=1[C:11]([OH:13])=O.[NH2:14][C:15]1[N:19]([CH3:20])[N:18]=[N:17][N:16]=1.C(Cl)(=O)C(Cl)=O, predict the reaction product. The product is: [CH3:1][C:2]1[C:10]2[S:9][CH:8]=[CH:7][C:6]=2[CH:5]=[CH:4][C:3]=1[C:11]([NH:14][C:15]1[N:19]([CH3:20])[N:18]=[N:17][N:16]=1)=[O:13]. (2) Given the reactants Cl.[F:2][C:3]([F:24])([F:23])[C:4]1[CH:22]=[CH:21][CH:20]=[CH:19][C:5]=1[CH:6]([O:14][CH:15]1[CH2:18][NH:17][CH2:16]1)[C:7]1[CH:12]=[CH:11][C:10]([F:13])=[CH:9][CH:8]=1.C(=O)([O-])[O-].[CH:29]1([N:35]=[C:36]=[O:37])[CH2:34][CH2:33][CH2:32][CH2:31][CH2:30]1, predict the reaction product. The product is: [F:24][C:3]([F:2])([F:23])[C:4]1[CH:22]=[CH:21][CH:20]=[CH:19][C:5]=1[CH:6]([O:14][CH:15]1[CH2:18][N:17]([C:36]([NH:35][CH:29]2[CH2:34][CH2:33][CH2:32][CH2:31][CH2:30]2)=[O:37])[CH2:16]1)[C:7]1[CH:12]=[CH:11][C:10]([F:13])=[CH:9][CH:8]=1.